The task is: Regression. Given two drug SMILES strings and cell line genomic features, predict the synergy score measuring deviation from expected non-interaction effect.. This data is from NCI-60 drug combinations with 297,098 pairs across 59 cell lines. (1) Drug 1: CC12CCC(CC1=CCC3C2CCC4(C3CC=C4C5=CN=CC=C5)C)O. Drug 2: CC1C(C(CC(O1)OC2CC(CC3=C2C(=C4C(=C3O)C(=O)C5=CC=CC=C5C4=O)O)(C(=O)C)O)N)O. Cell line: SR. Synergy scores: CSS=35.5, Synergy_ZIP=-6.54, Synergy_Bliss=-9.91, Synergy_Loewe=-13.3, Synergy_HSA=-5.77. (2) Drug 1: CC1=C(C=C(C=C1)NC(=O)C2=CC=C(C=C2)CN3CCN(CC3)C)NC4=NC=CC(=N4)C5=CN=CC=C5. Drug 2: CC12CCC3C(C1CCC2O)C(CC4=C3C=CC(=C4)O)CCCCCCCCCS(=O)CCCC(C(F)(F)F)(F)F. Cell line: SNB-19. Synergy scores: CSS=-3.24, Synergy_ZIP=3.30, Synergy_Bliss=2.26, Synergy_Loewe=-3.43, Synergy_HSA=-3.56. (3) Drug 1: CCCCC(=O)OCC(=O)C1(CC(C2=C(C1)C(=C3C(=C2O)C(=O)C4=C(C3=O)C=CC=C4OC)O)OC5CC(C(C(O5)C)O)NC(=O)C(F)(F)F)O. Drug 2: C1=NC2=C(N=C(N=C2N1C3C(C(C(O3)CO)O)F)Cl)N. Cell line: MOLT-4. Synergy scores: CSS=87.1, Synergy_ZIP=2.72, Synergy_Bliss=2.89, Synergy_Loewe=-11.0, Synergy_HSA=2.22. (4) Drug 1: C(CC(=O)O)C(=O)CN.Cl. Drug 2: C(CCl)NC(=O)N(CCCl)N=O. Cell line: SF-295. Synergy scores: CSS=21.4, Synergy_ZIP=6.59, Synergy_Bliss=8.83, Synergy_Loewe=2.12, Synergy_HSA=6.05. (5) Drug 1: CC(C)CN1C=NC2=C1C3=CC=CC=C3N=C2N. Drug 2: CC1C(C(CC(O1)OC2CC(CC3=C2C(=C4C(=C3O)C(=O)C5=C(C4=O)C(=CC=C5)OC)O)(C(=O)CO)O)N)O.Cl. Cell line: UACC-257. Synergy scores: CSS=33.5, Synergy_ZIP=2.32, Synergy_Bliss=3.15, Synergy_Loewe=-10.9, Synergy_HSA=3.79. (6) Drug 1: CNC(=O)C1=CC=CC=C1SC2=CC3=C(C=C2)C(=NN3)C=CC4=CC=CC=N4. Drug 2: CCC1(CC2CC(C3=C(CCN(C2)C1)C4=CC=CC=C4N3)(C5=C(C=C6C(=C5)C78CCN9C7C(C=CC9)(C(C(C8N6C=O)(C(=O)OC)O)OC(=O)C)CC)OC)C(=O)OC)O.OS(=O)(=O)O. Cell line: T-47D. Synergy scores: CSS=33.9, Synergy_ZIP=-8.61, Synergy_Bliss=-0.946, Synergy_Loewe=-20.4, Synergy_HSA=-1.78.